Task: Predict the reactants needed to synthesize the given product.. Dataset: Full USPTO retrosynthesis dataset with 1.9M reactions from patents (1976-2016) (1) Given the product [CH3:1][O:2][C:3]1[N:8]2[C:9]([C:12]3[CH:13]=[C:14]([C:17]([OH:19])=[O:18])[S:15][CH:16]=3)=[CH:10][N:11]=[C:7]2[CH:6]=[C:5]([C:21]2[CH:26]=[CH:25][CH:24]=[CH:23][CH:22]=2)[CH:4]=1, predict the reactants needed to synthesize it. The reactants are: [CH3:1][O:2][C:3]1[N:8]2[C:9]([C:12]3[CH:13]=[C:14]([C:17]([O:19]C)=[O:18])[S:15][CH:16]=3)=[CH:10][N:11]=[C:7]2[CH:6]=[C:5]([C:21]2[CH:26]=[CH:25][CH:24]=[CH:23][CH:22]=2)[CH:4]=1.[OH-].[Na+].Cl. (2) Given the product [NH2:33][C:29]1[N:30]=[CH:31][N:32]=[C:27]([C:2]2[NH:6][C:5]([C:15]3[CH:20]=[C:19]([Cl:21])[CH:18]=[CH:17][C:16]=3[CH2:22][CH3:23])=[C:4]([C:24]#[N:25])[CH:3]=2)[CH:28]=1, predict the reactants needed to synthesize it. The reactants are: Br[C:2]1[N:6](COCC[Si](C)(C)C)[C:5]([C:15]2[CH:20]=[C:19]([Cl:21])[CH:18]=[CH:17][C:16]=2[CH2:22][CH3:23])=[C:4]([C:24]#[N:25])[CH:3]=1.Cl[C:27]1[N:32]=[CH:31][N:30]=[C:29]([NH:33]C)[CH:28]=1.